Dataset: Full USPTO retrosynthesis dataset with 1.9M reactions from patents (1976-2016). Task: Predict the reactants needed to synthesize the given product. (1) Given the product [ClH:1].[Cl:1][C:2]1[CH:7]=[C:6]([Cl:8])[CH:5]=[CH:4][C:3]=1[C:9]([F:13])([CH3:12])[CH2:10][NH2:11], predict the reactants needed to synthesize it. The reactants are: [Cl:1][C:2]1[CH:7]=[C:6]([Cl:8])[CH:5]=[CH:4][C:3]=1[C:9]([F:13])([CH3:12])[C:10]#[N:11].B.C1COCC1. (2) Given the product [O:1]1[C:5]2([CH2:10][CH2:9][N:8]([C:16]3[C:17]4[C:22](=[CH:21][CH:20]=[CH:19][CH:18]=4)[C:13]([C:11]#[N:12])=[CH:14][CH:15]=3)[CH2:7][CH2:6]2)[O:4][CH2:3][CH2:2]1, predict the reactants needed to synthesize it. The reactants are: [O:1]1[C:5]2([CH2:10][CH2:9][NH:8][CH2:7][CH2:6]2)[O:4][CH2:3][CH2:2]1.[C:11]([C:13]1(F)[C:22]2[C:17](=[CH:18][CH:19]=[CH:20][CH:21]=2)[CH:16]=[CH:15][CH2:14]1)#[N:12].